From a dataset of Full USPTO retrosynthesis dataset with 1.9M reactions from patents (1976-2016). Predict the reactants needed to synthesize the given product. Given the product [CH:7]([CH:8]1[CH2:9][O:24]1)([C:10]1[CH:11]=[CH:12][CH:13]=[CH:14][CH:15]=1)[C:1]1[CH:6]=[CH:5][CH:4]=[CH:3][CH:2]=1, predict the reactants needed to synthesize it. The reactants are: [C:1]1([CH:7]([C:10]2[CH:15]=[CH:14][CH:13]=[CH:12][CH:11]=2)[CH:8]=[CH2:9])[CH:6]=[CH:5][CH:4]=[CH:3][CH:2]=1.C1C=C(Cl)C=C(C(OO)=[O:24])C=1.